Predict the reactants needed to synthesize the given product. From a dataset of Full USPTO retrosynthesis dataset with 1.9M reactions from patents (1976-2016). (1) Given the product [Cl:1][C:2]1[C:7]([NH2:8])=[CH:6][CH:5]=[C:4]([O:11][CH3:12])[N:3]=1, predict the reactants needed to synthesize it. The reactants are: [Cl:1][C:2]1[C:7]([N+:8]([O-])=O)=[CH:6][CH:5]=[C:4]([O:11][CH3:12])[N:3]=1.Cl[Sn]Cl. (2) Given the product [F:1][C:2]1[CH:9]=[CH:8][C:5]([CH2:6][NH:7][C:13]([C:15]2[N:16]=[C:17]3[CH:22]=[CH:21][C:20]([N:23]4[CH2:24][CH2:25][N:26]([C:29](=[O:40])[C:30]5[CH:35]=[CH:34][CH:33]=[CH:32][C:31]=5[C:36]([F:37])([F:39])[F:38])[CH2:27][CH2:28]4)=[N:19][N:18]3[CH:41]=2)=[O:12])=[CH:4][CH:3]=1, predict the reactants needed to synthesize it. The reactants are: [F:1][C:2]1[CH:9]=[CH:8][C:5]([CH2:6][NH2:7])=[CH:4][CH:3]=1.C([O:12][C:13]([C:15]1[N:16]=[C:17]2[CH:22]=[CH:21][C:20]([N:23]3[CH2:28][CH2:27][N:26]([C:29](=[O:40])[C:30]4[CH:35]=[CH:34][CH:33]=[CH:32][C:31]=4[C:36]([F:39])([F:38])[F:37])[CH2:25][CH2:24]3)=[N:19][N:18]2[CH:41]=1)=O)C. (3) Given the product [CH3:1][S:2]([C:5]1[CH:10]=[CH:9][C:8]([N:11]2[CH:16]=[CH:15][C:14]([O:17][CH:18]3[CH2:23][CH2:22][N:21]([C:24]([O:26][C:27]4[CH:32]=[CH:31][C:30]([CH2:41][CH2:40][CH3:45])=[CH:29][C:28]=4[F:34])=[O:25])[CH2:20][CH2:19]3)=[CH:13][C:12]2=[O:35])=[CH:7][CH:6]=1)(=[O:4])=[O:3], predict the reactants needed to synthesize it. The reactants are: [CH3:1][S:2]([C:5]1[CH:10]=[CH:9][C:8]([N:11]2[CH:16]=[CH:15][C:14]([O:17][CH:18]3[CH2:23][CH2:22][N:21]([C:24]([O:26][C:27]4[CH:32]=[CH:31][C:30](Br)=[CH:29][C:28]=4[F:34])=[O:25])[CH2:20][CH2:19]3)=[CH:13][C:12]2=[O:35])=[CH:7][CH:6]=1)(=[O:4])=[O:3].CS([C:40]1[CH:45]=CC(N2C=CC(OC3CCN(C(OC4C=CC(Br)=CC=4C)=O)CC3)=CC2=O)=C[CH:41]=1)(=O)=O. (4) Given the product [Cl:50][C:51]1[CH:78]=[CH:77][C:54]2[S:55][CH:56]=[C:57]([CH2:58][N:59]3[C:67]4[C:62](=[CH:63][CH:64]=[CH:65][CH:66]=4)[C:61]([CH2:68][C:69]4[CH:70]=[C:71]([OH:72])[NH:81][N:80]=4)=[CH:60]3)[C:53]=2[CH:52]=1, predict the reactants needed to synthesize it. The reactants are: ClC1C=CC2SC=C(CN3C4C(=CC=CC=4)C(CC(O)=O)=C3)C=2C=1.C1CCC(N=C=NC2CCCCC2)CC1.CC1(C)OC(=O)CC(=O)O1.[Cl:50][C:51]1[CH:78]=[CH:77][C:54]2[S:55][CH:56]=[C:57]([CH2:58][N:59]3[C:67]4[C:62](=[CH:63][CH:64]=[CH:65][CH:66]=4)[C:61]([CH2:68][C:69](=O)[CH2:70][C:71](OCC)=[O:72])=[CH:60]3)[C:53]=2[CH:52]=1.O.[NH2:80][NH2:81]. (5) Given the product [CH2:8]([O:15][CH2:16][CH:17]1[O:6][CH2:5][C:2]([F:7])([F:1])[CH2:3][O:4]1)[C:9]1[CH:14]=[CH:13][CH:12]=[CH:11][CH:10]=1, predict the reactants needed to synthesize it. The reactants are: [F:1][C:2]([F:7])([CH2:5][OH:6])[CH2:3][OH:4].[CH2:8]([O:15][CH2:16][CH:17]=O)[C:9]1[CH:14]=[CH:13][CH:12]=[CH:11][CH:10]=1.O.C1(C)C=CC(S(O)(=O)=O)=CC=1. (6) Given the product [Br:11][C:12]1[CH:13]=[N:14][C:15]([C:4]([F:6])([F:5])[F:3])=[N:16][CH:17]=1, predict the reactants needed to synthesize it. The reactants are: [F-].[K+].[F:3][C:4]([Si](C)(C)C)([F:6])[F:5].[Br:11][C:12]1[CH:13]=[N:14][C:15](I)=[N:16][CH:17]=1.N. (7) Given the product [Br:5][C:6]1[N:7]=[C:8]([C:15]([C:17]2[CH:18]=[CH:19][C:20]3[N:25]([CH3:1])[C:24](=[O:26])[O:23][C:22](=[O:27])[C:21]=3[CH:28]=2)=[O:16])[N:9]2[CH:14]=[CH:13][CH:12]=[CH:11][C:10]=12, predict the reactants needed to synthesize it. The reactants are: [CH3:1]I.[H-].[Na+].[Br:5][C:6]1[N:7]=[C:8]([C:15]([C:17]2[CH:18]=[CH:19][C:20]3[NH:25][C:24](=[O:26])[O:23][C:22](=[O:27])[C:21]=3[CH:28]=2)=[O:16])[N:9]2[CH:14]=[CH:13][CH:12]=[CH:11][C:10]=12. (8) Given the product [O:1]=[C:2]([CH2:10][CH2:11][CH2:12][CH2:13][C:14]1[CH:15]=[CH:16][CH:17]=[CH:18][CH:19]=1)[CH2:3][P:4](=[O:9])([O:5][CH3:6])[O:7][CH3:8], predict the reactants needed to synthesize it. The reactants are: [O:1]=[C:2]([CH2:10][CH2:11][C:12]#[C:13][C:14]1[CH:19]=[CH:18][CH:17]=[CH:16][CH:15]=1)[CH2:3][P:4](=[O:9])([O:7][CH3:8])[O:5][CH3:6]. (9) Given the product [O:1]1[C:5]([C:6]2[CH:7]=[C:8]([NH:9][C:20]([CH:17]3[CH2:19][CH2:18]3)=[O:21])[CH:10]=[C:11]([C:13]([F:14])([F:15])[F:16])[CH:12]=2)=[CH:4][N:3]=[CH:2]1, predict the reactants needed to synthesize it. The reactants are: [O:1]1[C:5]([C:6]2[CH:7]=[C:8]([CH:10]=[C:11]([C:13]([F:16])([F:15])[F:14])[CH:12]=2)[NH2:9])=[CH:4][N:3]=[CH:2]1.[CH:17]1([C:20](Cl)=[O:21])[CH2:19][CH2:18]1.C(N(CC)CC)C.O. (10) Given the product [Cl:25][C:32]1[N:33]=[C:4]([C:8]2[CH2:12][C:11]([CH3:16])([C:13]([NH:46][CH2:45][C:43]3[CH:42]=[CH:41][N:40]=[C:39]([Cl:38])[CH:44]=3)=[O:15])[O:10][N:9]=2)[CH:3]=[C:2]([CH3:7])[N:31]=1, predict the reactants needed to synthesize it. The reactants are: Cl[C:2]1[CH:3]=[C:4]([C:8]2[CH2:12][C:11]([CH3:16])([C:13]([OH:15])=O)[O:10][N:9]=2)C=N[CH:7]=1.ON1C(=O)CCC1=O.[ClH:25].CN(C)CCC[N:31]=[C:32]=[N:33]CC.Cl.[Cl:38][C:39]1[CH:44]=[C:43]([CH2:45][NH2:46])[CH:42]=[CH:41][N:40]=1.